From a dataset of Experimentally validated miRNA-target interactions with 360,000+ pairs, plus equal number of negative samples. Binary Classification. Given a miRNA mature sequence and a target amino acid sequence, predict their likelihood of interaction. (1) The miRNA is rno-miR-181a-5p with sequence AACAUUCAACGCUGUCGGUGAGU. The protein sequence of the target gene is MAAGGSGGRASCPPGVGVGPGTGGSPGPSANAAATPAPGNAAAAAAAAAAAAAAPGPTPPAPPGPGTDAQAAGAERAEEAAGPGAAALQREAAYNWQASKPTVQERFAFLFNNEVLCDVHFLVGKGLSSQRIPAHRFVLAVGSAVFDAMFNGGMATTSTEIELPDVEPAAFLALLKFLYSDEVQIGPETVMTTLYTAKKYAVPALEAHCVEFLKKNLRADNAFMLLTQARLFDEPQLASLCLENIDKNTADAITAEGFTDIDLDTLVAVLERDTLGIREVRLFNAVVRWSEAECQRQQLQ.... Result: 0 (no interaction). (2) The miRNA is hsa-miR-3679-3p with sequence CUUCCCCCCAGUAAUCUUCAUC. The protein sequence of the target gene is MNSSLTAQRRGSDAELGPWVMAARSKDAAPSQRDGLLPVKVEEDSPGSWEPNYPAASPDPETSRLHFRQLRYQEVAGPEEALSRLRELCRRWLRPELLSKEQILELLVLEQFLTILPEELQAWVREHCPESGEEAVAVVRALQRALDGTSSQGMVTFEDTAVSLTWEEWERLDPARRDFCRESAQKDSGSTVPPSLESRVENKELIPMQQILEEAEPQGQLQEAFQGKRPLFSKCGSTHEDRVEKQSGDPLPLKLENSPEAEGLNSISDVNKNGSIEGEDSKNNELQNSARCSNLVLCQH.... Result: 1 (interaction). (3) Result: 1 (interaction). The miRNA is hsa-miR-4460 with sequence AUAGUGGUUGUGAAUUUACCUU. The protein sequence of the target gene is MDLHMMNCELLATCSALGYLEGDTYHKEPDCLESVKDLIRYLRHEDETRDVRQQLGAAQILQSDLLPILTQHHQDKPLFDAVIRLMVNLTQPALLCFGNLPKEPSFRHHFLQVLTYLQAYKEAFASEKAFGVLSETLYELLQLGWEERQEEDNLLIERILLLVRNILHVPADLDQEKKIDDDASAHDQLLWAIHLSGLDDLLLFLASSSAEEQWSLHVLEIVSLMFRDQNPEQLAGVGQGRLAQERSADFAELEVLRQREMAEKKTRALQRGNRHSRFGGSYIVQGLKSIGERDLIFHKG.... (4) The miRNA is mmu-miR-3106-5p with sequence UGGCUCAUUUAGAAGCAGCCA. The protein sequence of the target gene is MSSEMLPASIESPNVEEKLGTSDGEEERQEPRVDAGAEPISKRQLKKLMKQKQWEEQREQRKEKRKEKRKRKKLERRQLESNSDGNDRKRVRRDVARSSLRLVIDCSFDDLMVLKDIKKLHKQIQRCYAENRRASHPVQFYLTSHGGQLKKNMDENDQGWVNWKDIHIKSEHYSELIKKEDLVYLTSDSPNVLKDLDESKAYVIGGLVDHSHHKGLTFKQATSYGIEHAQLPLADFVKMNSRKVLAVNHVFEIILEFLETRDWQEAFFTILPQRKGAVPAHKACESSPQDHQSLPEGWDS.... Result: 1 (interaction).